This data is from Catalyst prediction with 721,799 reactions and 888 catalyst types from USPTO. The task is: Predict which catalyst facilitates the given reaction. (1) Reactant: [BH4-].[Li+].[Br:3][C:4]1[CH:5]=[CH:6][C:7]2[CH:12]([CH2:13][C:14](OCC)=[O:15])[O:11][CH2:10][CH2:9][C:8]=2[CH:19]=1.O. Product: [Br:3][C:4]1[CH:5]=[CH:6][C:7]2[CH:12]([CH2:13][CH2:14][OH:15])[O:11][CH2:10][CH2:9][C:8]=2[CH:19]=1. The catalyst class is: 1. (2) The catalyst class is: 6. Reactant: [O:1]1[CH:5]=[CH:4][CH:3]=[C:2]1[C:6]1[O:7][C:8]([CH3:36])=[C:9]([CH2:11][O:12][C:13]2[CH:33]=[CH:32][C:16]([CH2:17][O:18][C:19]3[C:23]([CH:24]=O)=[CH:22][N:21]([C:26]4[CH:31]=[CH:30][CH:29]=[CH:28][CH:27]=4)[N:20]=3)=[CH:15][C:14]=2[O:34][CH3:35])[N:10]=1.Cl.[Cl-].[CH2:39]([N:41]1[CH:45]=[C:44]([CH2:46][P+](C2C=CC=CC=2)(C2C=CC=CC=2)C2C=CC=CC=2)[N:43]=[CH:42]1)[CH3:40].C(=O)([O-])[O-].[K+].[K+].CN(C)C=O. Product: [CH2:39]([N:41]1[CH:45]=[C:44](/[CH:46]=[CH:24]/[C:23]2[C:19]([O:18][CH2:17][C:16]3[CH:32]=[CH:33][C:13]([O:12][CH2:11][C:9]4[N:10]=[C:6]([C:2]5[O:1][CH:5]=[CH:4][CH:3]=5)[O:7][C:8]=4[CH3:36])=[C:14]([O:34][CH3:35])[CH:15]=3)=[N:20][N:21]([C:26]3[CH:31]=[CH:30][CH:29]=[CH:28][CH:27]=3)[CH:22]=2)[N:43]=[CH:42]1)[CH3:40]. (3) Reactant: [NH2:1][C:2]1[CH:17]=[CH:16][CH:15]=[CH:14][C:3]=1[C:4]([NH:6][C:7]1[CH:12]=[CH:11][C:10]([Cl:13])=[CH:9][CH:8]=1)=[O:5].[Cl:18][C:19]1[CH:26]=[CH:25][C:22]([CH:23]=O)=[CH:21][N:20]=1.OS([O-])=O.[Na+].CC1C=CC(S(O)(=O)=O)=CC=1. Product: [Cl:13][C:10]1[CH:11]=[CH:12][C:7]([N:6]2[C:4](=[O:5])[C:3]3[C:2](=[CH:17][CH:16]=[CH:15][CH:14]=3)[N:1]=[C:23]2[C:22]2[CH:21]=[N:20][C:19]([Cl:18])=[CH:26][CH:25]=2)=[CH:8][CH:9]=1. The catalyst class is: 566. (4) Reactant: [Cl:1][C:2]1[CH:7]=[CH:6][C:5]([C:8]2[CH:12]=[C:11]([C:13]([F:16])([F:15])[F:14])[NH:10][C:9]=2[C:17]([O:19][CH2:20][CH3:21])=[O:18])=[CH:4][CH:3]=1.C1(P(C2C=CC=CC=2)C2C=CC=CC=2)C=CC=CC=1.[CH2:41](O)[C:42]1[CH:47]=[CH:46][CH:45]=[CH:44][CH:43]=1.CC(OC(/N=N/C(OC(C)C)=O)=O)C. Product: [CH2:41]([N:10]1[C:11]([C:13]([F:15])([F:16])[F:14])=[CH:12][C:8]([C:5]2[CH:4]=[CH:3][C:2]([Cl:1])=[CH:7][CH:6]=2)=[C:9]1[C:17]([O:19][CH2:20][CH3:21])=[O:18])[C:42]1[CH:47]=[CH:46][CH:45]=[CH:44][CH:43]=1. The catalyst class is: 1. (5) Reactant: [CH2:1]([C:3]1[N:8]=[C:7]([NH:9][C:10]2[S:11][C:12]([C:15]#[N:16])=[CH:13][N:14]=2)[CH:6]=[C:5]([CH2:17]O)[CH:4]=1)[CH3:2].CN(C)C=O.P(Cl)(Cl)([Cl:26])=O. Product: [Cl:26][CH2:17][C:5]1[CH:4]=[C:3]([CH2:1][CH3:2])[N:8]=[C:7]([NH:9][C:10]2[S:11][C:12]([C:15]#[N:16])=[CH:13][N:14]=2)[CH:6]=1. The catalyst class is: 2. (6) Reactant: [CH3:1][NH:2][C@H:3]([C:11]1[CH:16]=[CH:15][C:14]([C:17]2[CH:22]=[CH:21][CH:20]=[C:19]([O:23][CH3:24])[CH:18]=2)=[CH:13][CH:12]=1)[CH2:4][N:5]1[CH2:10][CH2:9][O:8][CH2:7][CH2:6]1.[Cl:25][C:26]1[C:27]([Cl:41])=[CH:28][C:29]2[O:34][CH2:33][C:32](=[O:35])[N:31]([CH2:36][C:37]([OH:39])=O)[C:30]=2[CH:40]=1.C(N(CC)CC)C.F[P-](F)(F)(F)(F)F.N1(O[P+](N(C)C)(N(C)C)N(C)C)C2C=CC=CC=2N=N1. Product: [Cl:25][C:26]1[C:27]([Cl:41])=[CH:28][C:29]2[O:34][CH2:33][C:32](=[O:35])[N:31]([CH2:36][C:37]([N:2]([CH3:1])[C@H:3]([C:11]3[CH:12]=[CH:13][C:14]([C:17]4[CH:22]=[CH:21][CH:20]=[C:19]([O:23][CH3:24])[CH:18]=4)=[CH:15][CH:16]=3)[CH2:4][N:5]3[CH2:10][CH2:9][O:8][CH2:7][CH2:6]3)=[O:39])[C:30]=2[CH:40]=1. The catalyst class is: 3. (7) Reactant: [CH3:1][N:2]1[CH2:7][CH2:6][C:5](=O)[CH2:4][CH2:3]1.[Cl:9][C:10]1[CH:17]=[CH:16][C:13]([CH2:14][NH2:15])=[CH:12][CH:11]=1.C(O)(=O)C.[BH3-]C#N.[Na+]. The catalyst class is: 138. Product: [Cl:9][C:10]1[CH:17]=[CH:16][C:13]([CH2:14][NH:15][CH:5]2[CH2:6][CH2:7][N:2]([CH3:1])[CH2:3][CH2:4]2)=[CH:12][CH:11]=1. (8) Product: [Br:12][C:13]1[CH:18]=[CH:17][C:16]([NH:19]/[N:20]=[C:9](/[C:3]2[C:4]([F:8])=[CH:5][CH:6]=[CH:7][C:2]=2[Cl:1])\[CH3:10])=[CH:15][CH:14]=1. Reactant: [Cl:1][C:2]1[CH:7]=[CH:6][CH:5]=[C:4]([F:8])[C:3]=1[C:9](=O)[CH3:10].[Br:12][C:13]1[CH:18]=[CH:17][C:16]([NH:19][NH2:20])=[CH:15][CH:14]=1.CC([O-])=O.[K+]. The catalyst class is: 88. (9) Reactant: [CH3:1][S:2]([CH2:5][C:6]([NH:8][CH2:9][CH2:10][N:11]1[C:19]2[C:18]([NH:20][C:21]3[CH:26]=[CH:25][C:24]([O:27][C:28]4[CH:33]=[CH:32][CH:31]=[C:30]([C:34]([F:37])([F:36])[F:35])[CH:29]=4)=[C:23]([CH3:38])[CH:22]=3)=[N:17][CH:16]=[N:15][C:14]=2[CH:13]=[CH:12]1)=[O:7])(=[O:4])=[O:3].[CH3:39][S:40]([OH:43])(=[O:42])=[O:41]. Product: [CH3:39][S:40]([OH:43])(=[O:42])=[O:41].[CH3:1][S:2]([CH2:5][C:6]([NH:8][CH2:9][CH2:10][N:11]1[C:19]2[C:18]([NH:20][C:21]3[CH:26]=[CH:25][C:24]([O:27][C:28]4[CH:33]=[CH:32][CH:31]=[C:30]([C:34]([F:36])([F:37])[F:35])[CH:29]=4)=[C:23]([CH3:38])[CH:22]=3)=[N:17][CH:16]=[N:15][C:14]=2[CH:13]=[CH:12]1)=[O:7])(=[O:3])=[O:4]. The catalyst class is: 13. (10) Reactant: F[C:2]1[CH:9]=[CH:8][C:5]([CH:6]=[O:7])=[CH:4][CH:3]=1.[NH:10]1[CH:14]=[CH:13][N:12]=[CH:11]1.C(=O)([O-])[O-].[K+].[K+].C(OCC)(=O)C. Product: [N:10]1([C:2]2[CH:9]=[CH:8][C:5]([CH:6]=[O:7])=[CH:4][CH:3]=2)[CH:14]=[CH:13][N:12]=[CH:11]1. The catalyst class is: 16.